This data is from KCNQ2 potassium channel screen with 302,405 compounds. The task is: Binary Classification. Given a drug SMILES string, predict its activity (active/inactive) in a high-throughput screening assay against a specified biological target. (1) The molecule is S(=O)(=O)(N1C(OCC1)CNC(=O)C(=O)NCc1ccc(OC)cc1)c1ccc(OC)cc1. The result is 0 (inactive). (2) The molecule is O1CCN(CC1)C(=O)C1ON=C(C1)c1cc(OC)c(OC)c(OC)c1. The result is 0 (inactive). (3) The compound is O(c1nc(NC23CC4CC(C2)CC(C3)C4)nc(n1)N)C. The result is 0 (inactive). (4) The molecule is Clc1cc(NC(OC2CCCCc3c2nccc3)=O)ccc1. The result is 0 (inactive). (5) The compound is S(=O)(=O)(NCCOC)c1ccccc1. The result is 0 (inactive). (6) The molecule is Brc1c(OCC(=O)NCc2occc2)ccc(CC)c1. The result is 1 (active). (7) The drug is O(c1c(NC(=O)c2cc3nccnc3cc2)cccc1)CC. The result is 0 (inactive). (8) The drug is O=C(NC(C(C)C)C(=O)NCCCN1CCCCC1)C1CCC(C(C)(C)C)CC1. The result is 0 (inactive).